From a dataset of Catalyst prediction with 721,799 reactions and 888 catalyst types from USPTO. Predict which catalyst facilitates the given reaction. (1) Reactant: [NH2:1][C@@H:2]1[C:11]2[C:6](=[CH:7][CH:8]=[CH:9][CH:10]=2)[C@H:5]([OH:12])[CH2:4][CH2:3]1.[H-].[Na+].F[C:16]1[CH:17]=[CH:18][C:19]2[N:20]([C:22]([N:25]3[CH2:30][CH2:29][N:28]([CH3:31])[CH2:27][CH2:26]3)=[N:23][N:24]=2)[CH:21]=1. Product: [CH3:31][N:28]1[CH2:27][CH2:26][N:25]([C:22]2[N:20]3[CH:21]=[C:16]([O:12][C@H:5]4[C:6]5[C:11](=[CH:10][CH:9]=[CH:8][CH:7]=5)[C@@H:2]([NH2:1])[CH2:3][CH2:4]4)[CH:17]=[CH:18][C:19]3=[N:24][N:23]=2)[CH2:30][CH2:29]1. The catalyst class is: 18. (2) Reactant: [NH2:1][C:2]1[CH:7]=[N:6][C:5]([Br:8])=[CH:4][N:3]=1.[F:9][C:10]([F:22])([F:21])[C:11]1[CH:20]=[CH:19][C:14]([C:15](=O)[CH2:16]Br)=[CH:13][CH:12]=1.[OH-].[Na+]. Product: [Br:8][C:5]1[N:6]=[CH:7][C:2]2[N:3]([CH:16]=[C:15]([C:14]3[CH:19]=[CH:20][C:11]([C:10]([F:9])([F:21])[F:22])=[CH:12][CH:13]=3)[N:1]=2)[CH:4]=1. The catalyst class is: 8. (3) Reactant: [NH:1]1[C:5]2=[CH:6][N:7]=[CH:8][CH:9]=[C:4]2[C:3]2([CH2:11][CH2:10]2)[C:2]1=[O:12].CC(C)([O-])C.[Na+].[Cl:19][C:20]1[CH:37]=[C:36]([F:38])[C:23]2[N:24]([CH:29]3[CH2:33][CH2:32][S:31](=[O:35])(=[O:34])[CH2:30]3)[C:25]([CH2:27]Cl)=[N:26][C:22]=2[CH:21]=1. Product: [Cl:19][C:20]1[CH:37]=[C:36]([F:38])[C:23]2[N:24]([CH:29]3[CH2:33][CH2:32][S:31](=[O:34])(=[O:35])[CH2:30]3)[C:25]([CH2:27][N:1]3[C:5]4=[CH:6][N:7]=[CH:8][CH:9]=[C:4]4[C:3]4([CH2:10][CH2:11]4)[C:2]3=[O:12])=[N:26][C:22]=2[CH:21]=1. The catalyst class is: 35. (4) Reactant: [Br:1][C:2]1[CH:14]=[CH:13][C:5]([CH2:6][N:7]2[CH2:12][CH2:11][S:10][CH2:9][CH2:8]2)=[CH:4][CH:3]=1.ClC1C=CC=C(C(OO)=[O:23])C=1. Product: [Br:1][C:2]1[CH:14]=[CH:13][C:5]([CH2:6][N:7]2[CH2:8][CH2:9][S:10](=[O:23])[CH2:11][CH2:12]2)=[CH:4][CH:3]=1. The catalyst class is: 2.